Dataset: Catalyst prediction with 721,799 reactions and 888 catalyst types from USPTO. Task: Predict which catalyst facilitates the given reaction. (1) Reactant: C[O:2][C:3]([C:5]1[CH:6]=[C:7]2[C:11](=[CH:12][CH:13]=1)[NH:10][CH:9]=[C:8]2[CH2:14][N:15]1[CH2:20][CH2:19][CH2:18][CH2:17][CH2:16]1)=[O:4].[OH-].[K+:22]. Product: [N:15]1([CH2:14][C:8]2[C:7]3[C:11](=[CH:12][CH:13]=[C:5]([C:3]([O-:4])=[O:2])[CH:6]=3)[NH:10][CH:9]=2)[CH2:20][CH2:19][CH2:18][CH2:17][CH2:16]1.[K+:22]. The catalyst class is: 41. (2) Reactant: CN(C)C=O.[H-].[Na+].[C:8]([CH:10]1[C:19]2[C:14](=[CH:15][CH:16]=[CH:17][CH:18]=2)[CH:13]=[CH:12][N:11]1C(=O)C1C=CC=CC=1)#N.[CH2:28]([C:32]1[CH:39]=[CH:38][C:35](CCl)=[CH:34][CH:33]=1)[CH2:29][CH2:30][CH3:31]. Product: [CH2:28]([C:32]1[CH:39]=[CH:38][C:35]([CH2:8][C:10]2[C:19]3[C:14](=[CH:15][CH:16]=[CH:17][CH:18]=3)[CH:13]=[CH:12][N:11]=2)=[CH:34][CH:33]=1)[CH2:29][CH2:30][CH3:31]. The catalyst class is: 6. (3) Reactant: C(O[C:4]([CH2:6][CH2:7][CH2:8][O:9][C:10]1[CH:19]=[C:18]2[C:13]([CH2:14][CH2:15][CH2:16][C:17]2=[O:20])=[CH:12][CH:11]=1)=[O:5])C.C(N(CC)C(C)C)(C)C.[NH:30]1[CH2:35][CH2:34][O:33][CH2:32][CH2:31]1. Product: [N:30]1([C:4](=[O:5])[CH2:6][CH2:7][CH2:8][O:9][C:10]2[CH:19]=[C:18]3[C:13]([CH2:14][CH2:15][CH2:16][C:17]3=[O:20])=[CH:12][CH:11]=2)[CH2:35][CH2:34][O:33][CH2:32][CH2:31]1. The catalyst class is: 2. (4) Reactant: [CH3:1][N:2]([CH2:10][CH2:11][S:12]([CH3:15])(=[O:14])=[O:13])C(=O)OC(C)(C)C.[ClH:16]. Product: [ClH:16].[CH3:1][NH:2][CH2:10][CH2:11][S:12]([CH3:15])(=[O:14])=[O:13]. The catalyst class is: 13. (5) Reactant: Br[CH2:2][C:3]([C@H:5]1[CH2:10][CH2:9][C@H:8]([CH3:11])[CH2:7][CH2:6]1)=O.[C:12]([O:16][C:17](=[O:32])[CH2:18][CH2:19][N:20]([CH2:24][C:25]1[S:26][C:27]([CH2:30][CH3:31])=[CH:28][CH:29]=1)[C:21]([NH2:23])=[S:22])([CH3:15])([CH3:14])[CH3:13]. Product: [C:12]([O:16][C:17](=[O:32])[CH2:18][CH2:19][N:20]([C:21]1[S:22][CH:2]=[C:3]([C@H:5]2[CH2:10][CH2:9][C@H:8]([CH3:11])[CH2:7][CH2:6]2)[N:23]=1)[CH2:24][C:25]1[S:26][C:27]([CH2:30][CH3:31])=[CH:28][CH:29]=1)([CH3:13])([CH3:14])[CH3:15]. The catalyst class is: 5. (6) Reactant: [CH:1]1([NH:7][C:8]2[CH:31]=[C:30]([C:32]([F:35])([F:34])[F:33])[CH:29]=[CH:28][C:9]=2[C:10]([NH:12][C:13]2[CH:22]=[C:21]3[C:16]([CH2:17][CH2:18][C:19](=[O:27])[N:20]3[CH2:23][C:24](O)=[O:25])=[CH:15][CH:14]=2)=[O:11])[CH2:6][CH2:5][CH2:4][CH2:3][CH2:2]1.[CH3:36][NH2:37].C1COCC1.Cl. Product: [CH:1]1([NH:7][C:8]2[CH:31]=[C:30]([C:32]([F:33])([F:34])[F:35])[CH:29]=[CH:28][C:9]=2[C:10]([NH:12][C:13]2[CH:22]=[C:21]3[C:16]([CH2:17][CH2:18][C:19](=[O:27])[N:20]3[CH2:23][C:24]([NH:37][CH3:36])=[O:25])=[CH:15][CH:14]=2)=[O:11])[CH2:6][CH2:5][CH2:4][CH2:3][CH2:2]1. The catalyst class is: 5.